This data is from Catalyst prediction with 721,799 reactions and 888 catalyst types from USPTO. The task is: Predict which catalyst facilitates the given reaction. (1) Product: [N+:1]([C:4]1[CH:12]=[CH:11][C:7]2[CH2:8][CH2:9][O:10][C:6]=2[CH:5]=1)([O-:3])=[O:2]. The catalyst class is: 25. Reactant: [N+:1]([C:4]1[C:12](N)=[CH:11][C:7]2[CH2:8][CH2:9][O:10][C:6]=2[CH:5]=1)([O-:3])=[O:2].OS(O)(=O)=O.N([O-])=O.[Na+].P(=O)O. (2) Reactant: NC(C(O)=O)CCSC.C[O:11][C:12]1[CH:17]=[CH:16][C:15]([C:18]2[CH:22]=[CH:21][NH:20][N:19]=2)=[CH:14][CH:13]=1.CS(O)(=O)=O.[OH-].[Na+]. Product: [NH:20]1[CH:21]=[CH:22][C:18]([C:15]2[CH:16]=[CH:17][C:12]([OH:11])=[CH:13][CH:14]=2)=[N:19]1. The catalyst class is: 6. (3) Reactant: [C:1]([O:5][C:6]([N:8]1[CH2:13][CH2:12][C@@H:11]([C:14]2[CH:36]=[CH:35][C:17]3[C:18]4[N:22]([CH2:23][CH2:24][O:25][C:16]=3[CH:15]=2)[CH:21]=[C:20]([C:26]2[N:27]([CH:32]([CH3:34])[CH3:33])[N:28]=[C:29]([CH3:31])[N:30]=2)[N:19]=4)[C@H:10]([OH:37])[CH2:9]1)=[O:7])([CH3:4])([CH3:3])[CH3:2].C1(P(C2C=CC=CC=2)C2C=CC=CC=2)C=CC=CC=1.[Cl:57][CH2:58][C:59](O)=[O:60].N(C(OCC)=O)=NC(OCC)=O. Product: [C:1]([O:5][C:6]([N:8]1[CH2:13][CH2:12][C@H:11]([C:14]2[CH:36]=[CH:35][C:17]3[C:18]4[N:22]([CH2:23][CH2:24][O:25][C:16]=3[CH:15]=2)[CH:21]=[C:20]([C:26]2[N:27]([CH:32]([CH3:33])[CH3:34])[N:28]=[C:29]([CH3:31])[N:30]=2)[N:19]=4)[C@H:10]([O:37][C:59](=[O:60])[CH2:58][Cl:57])[CH2:9]1)=[O:7])([CH3:3])([CH3:2])[CH3:4]. The catalyst class is: 1. (4) Reactant: [Cl:1][C:2]1[CH:7]=[CH:6][C:5]([N:8]2[C:14](=[O:15])[CH2:13][C:12](=S)[NH:11][C:10]3[CH:17]=[CH:18][CH:19]=[CH:20][C:9]2=3)=[CH:4][CH:3]=1.[C:21]([NH:24][NH2:25])(=O)[CH3:22]. Product: [Cl:1][C:2]1[CH:7]=[CH:6][C:5]([N:8]2[C:14](=[O:15])[CH2:13][C:12]3=[N:25][N:24]=[C:21]([CH3:22])[N:11]3[C:10]3[CH:17]=[CH:18][CH:19]=[CH:20][C:9]2=3)=[CH:4][CH:3]=1. The catalyst class is: 51.